From a dataset of Full USPTO retrosynthesis dataset with 1.9M reactions from patents (1976-2016). Predict the reactants needed to synthesize the given product. (1) Given the product [CH:1]1([NH:4][C:5](=[O:30])[C:6]2[CH:11]=[CH:10][C:9]([CH3:12])=[C:8]([C:13]3[CH:14]=[C:15]4[C:20](=[CH:21][CH:22]=3)[C:19](=[O:23])[N:18]([CH2:24][CH:25]3[CH2:26][CH2:27]3)[CH:17]=[C:16]4[CH2:28][N:32]([CH3:31])[CH2:33][CH2:34][NH:35][CH3:36])[CH:7]=2)[CH2:3][CH2:2]1, predict the reactants needed to synthesize it. The reactants are: [CH:1]1([NH:4][C:5](=[O:30])[C:6]2[CH:11]=[CH:10][C:9]([CH3:12])=[C:8]([C:13]3[CH:14]=[C:15]4[C:20](=[CH:21][CH:22]=3)[C:19](=[O:23])[N:18]([CH2:24][CH:25]3[CH2:27][CH2:26]3)[CH:17]=[C:16]4[CH:28]=O)[CH:7]=2)[CH2:3][CH2:2]1.[CH3:31][NH:32][CH2:33][CH2:34][NH:35][CH3:36]. (2) Given the product [Cl:5][CH2:1][CH2:27][S:28]([C:31]1[CH:32]=[C:33]2[C:37](=[CH:38][CH:39]=1)[N:36]([C:40]1[N:45]=[CH:44][N:43]=[C:42]([O:46][CH:47]3[CH2:48][CH2:49][N:50]([C:53]([O:55][C:56]([CH3:59])([CH3:58])[CH3:57])=[O:54])[CH2:51][CH2:52]3)[CH:41]=1)[CH2:35][CH2:34]2)(=[O:30])=[O:29], predict the reactants needed to synthesize it. The reactants are: [C:1]([Cl:5])(Cl)(Cl)Cl.C1(P(C2C=CC=CC=2)C2C=CC=CC=2)C=CC=CC=1.OC[CH2:27][S:28]([C:31]1[CH:32]=[C:33]2[C:37](=[CH:38][CH:39]=1)[N:36]([C:40]1[N:45]=[CH:44][N:43]=[C:42]([O:46][CH:47]3[CH2:52][CH2:51][N:50]([C:53]([O:55][C:56]([CH3:59])([CH3:58])[CH3:57])=[O:54])[CH2:49][CH2:48]3)[CH:41]=1)[CH2:35][CH2:34]2)(=[O:30])=[O:29]. (3) Given the product [NH2:26][C:17]1[CH:18]=[C:19]([C:22]([F:24])([F:23])[F:25])[CH:20]=[CH:21][C:16]=1[S:13]([NH:12][C:9]1[CH:10]=[CH:11][C:2]([F:1])=[C:3]2[C:8]=1[N:7]=[CH:6][CH:5]=[CH:4]2)(=[O:14])=[O:15], predict the reactants needed to synthesize it. The reactants are: [F:1][C:2]1[CH:11]=[CH:10][C:9]([NH:12][S:13]([C:16]2[CH:21]=[CH:20][C:19]([C:22]([F:25])([F:24])[F:23])=[CH:18][C:17]=2[N+:26]([O-])=O)(=[O:15])=[O:14])=[C:8]2[C:3]=1[CH:4]=[CH:5][CH:6]=[N:7]2.Cl[Sn]Cl.Cl. (4) The reactants are: [Cl:1][C:2]1[CH:3]=[CH:4][C:5]2[N:11]3[C:12]([C:15]#[N:16])=[CH:13][CH:14]=[C:10]3[C@@H:9]([CH2:17][CH2:18][N:19]3[CH:23]=[C:22]([C:24]([O:26]CC)=[O:25])[CH:21]=[N:20]3)[O:8][C@H:7]([C:29]3[CH:34]=[CH:33][CH:32]=[C:31]([O:35][CH3:36])[C:30]=3[O:37][CH3:38])[C:6]=2[CH:39]=1.[OH-:40].[Na+]. Given the product [NH2:16][C:15]([C:12]1[N:11]2[C:5]3[CH:4]=[CH:3][C:2]([Cl:1])=[CH:39][C:6]=3[C@@H:7]([C:29]3[CH:34]=[CH:33][CH:32]=[C:31]([O:35][CH3:36])[C:30]=3[O:37][CH3:38])[O:8][C@H:9]([CH2:17][CH2:18][N:19]3[CH:23]=[C:22]([C:24]([OH:26])=[O:25])[CH:21]=[N:20]3)[C:10]2=[CH:14][CH:13]=1)=[O:40], predict the reactants needed to synthesize it. (5) Given the product [NH2:1][C:2](=[N:12][O:13][C:14](=[O:22])[C:15]1[CH:20]=[CH:19][CH:18]=[C:17]([F:23])[CH:16]=1)[CH2:3][P:4](=[O:11])([O:8][CH2:9][CH3:10])[O:5][CH2:6][CH3:7], predict the reactants needed to synthesize it. The reactants are: [NH2:1][C:2](=[N:12][O:13][C:14](=[O:22])[C:15]1[CH:20]=[CH:19][CH:18]=[C:17](Cl)[CH:16]=1)[CH2:3][P:4](=[O:11])([O:8][CH2:9][CH3:10])[O:5][CH2:6][CH3:7].[F:23]C1C=C(C=CC=1)C(Cl)=O. (6) Given the product [N:27]1[N:28]2[CH:33]=[CH:32][N:31]=[CH:30][C:29]2=[C:2]([C:1]([O:5][CH2:6][CH3:7])=[O:4])[CH:3]=1, predict the reactants needed to synthesize it. The reactants are: [C:1]([O:5][CH2:6][CH3:7])(=[O:4])[C:2]#[CH:3].C(=O)([O-])[O-].[K+].[K+].CC1C=C(C)C=C(C)C=1S([O-])(=O)=O.[NH2:27][N+:28]1[CH:33]=[CH:32][N:31]=[CH:30][CH:29]=1. (7) Given the product [C:29]([O:32][C:33]1[CH:38]=[CH:37][CH:36]=[CH:35][C:34]=1[C:39]([N:23]1[CH2:24][CH2:25][CH:20]([N:18]2[C:17](=[O:26])[C:16]([CH3:28])([CH3:27])[C:15]([C:7]3[C:8]4[CH2:9][C:10]([CH3:14])([CH3:13])[O:11][C:12]=4[C:4]([O:3][CH3:2])=[CH:5][CH:6]=3)=[N:19]2)[CH2:21][CH2:22]1)=[O:40])(=[O:31])[CH3:30], predict the reactants needed to synthesize it. The reactants are: Cl.[CH3:2][O:3][C:4]1[C:12]2[O:11][C:10]([CH3:14])([CH3:13])[CH2:9][C:8]=2[C:7]([C:15]2[C:16]([CH3:28])([CH3:27])[C:17](=[O:26])[N:18]([CH:20]3[CH2:25][CH2:24][NH:23][CH2:22][CH2:21]3)[N:19]=2)=[CH:6][CH:5]=1.[C:29]([O:32][C:33]1[CH:38]=[CH:37][CH:36]=[CH:35][C:34]=1[C:39](Cl)=[O:40])(=[O:31])[CH3:30]. (8) Given the product [F:41][CH2:42][CH2:43][CH:44]1[CH2:49][CH2:48][N:47]([C:24]2[CH:29]=[CH:28][N:27]3[CH:30]=[C:31]([C:33]4[CH:38]=[CH:37][C:36]([CH3:39])=[CH:35][CH:34]=4)[N:32]=[C:26]3[CH:25]=2)[CH2:46][CH2:45]1, predict the reactants needed to synthesize it. The reactants are: FC1CCN(C2C=CN3C=C(C4C=CC=CC=4)N=C3C=2)CC1.Br[C:24]1[CH:29]=[CH:28][N:27]2[CH:30]=[C:31]([C:33]3[CH:38]=[CH:37][C:36]([CH3:39])=[CH:35][CH:34]=3)[N:32]=[C:26]2[CH:25]=1.Cl.[F:41][CH2:42][CH2:43][CH:44]1[CH2:49][CH2:48][NH:47][CH2:46][CH2:45]1. (9) Given the product [CH3:11][O:12][C:13]1[CH:28]=[CH:27][C:16]([CH2:17][N:18]2[C@H:23]([CH3:24])[CH2:22][CH2:21][C@@H:20]([CH:25]=[O:26])[CH2:19]2)=[CH:15][CH:14]=1, predict the reactants needed to synthesize it. The reactants are: CS(C)=O.C(Cl)(=O)C(Cl)=O.[CH3:11][O:12][C:13]1[CH:28]=[CH:27][C:16]([CH2:17][N:18]2[C@H:23]([CH3:24])[CH2:22][CH2:21][C@@H:20]([CH2:25][OH:26])[CH2:19]2)=[CH:15][CH:14]=1.C(N(CC)CC)C.